This data is from Full USPTO retrosynthesis dataset with 1.9M reactions from patents (1976-2016). The task is: Predict the reactants needed to synthesize the given product. (1) Given the product [Cl:44][C:45]1[C:50]([Cl:51])=[CH:49][C:48]([C:4]2([OH:17])[C:3]3[C:7](=[CH:8][CH:9]=[CH:10][CH:2]=3)[N:6]([CH2:11][CH2:12][CH2:13][CH2:14][CH3:15])[C:5]2=[O:16])=[C:47]([OH:52])[CH:46]=1, predict the reactants needed to synthesize it. The reactants are: Br[C:2]1[CH:10]=[CH:9][CH:8]=[C:7]2[C:3]=1[C:4](=[O:17])[C:5](=[O:16])[N:6]2[CH2:11][CH2:12][CH2:13][CH2:14][CH3:15].C(N1C2C(=CC=CC=2)C(=O)C1=O)CCCC.O1C2C=CC(O)=CC=2OC1.[Cl:44][C:45]1[CH:46]=[C:47]([OH:52])[CH:48]=[CH:49][C:50]=1[Cl:51]. (2) Given the product [C:17]([O:21][C:22]([N:24]1[CH2:29][CH2:28][CH:27]([N:30]([CH:31]2[CH2:32][CH2:33]2)[C:4](=[O:6])[C:3]2[C:7]([F:16])=[CH:8][C:9]([C:11]3[O:15][CH:14]=[N:13][CH:12]=3)=[CH:10][C:2]=2[F:1])[CH2:26][CH2:25]1)=[O:23])([CH3:20])([CH3:18])[CH3:19], predict the reactants needed to synthesize it. The reactants are: [F:1][C:2]1[CH:10]=[C:9]([C:11]2[O:15][CH:14]=[N:13][CH:12]=2)[CH:8]=[C:7]([F:16])[C:3]=1[C:4]([OH:6])=O.[C:17]([O:21][C:22]([N:24]1[CH2:29][CH2:28][CH:27]([NH:30][CH:31]2[CH2:33][CH2:32]2)[CH2:26][CH2:25]1)=[O:23])([CH3:20])([CH3:19])[CH3:18]. (3) Given the product [Cl:12][C:13]1[S:17][C:16]([CH2:18][NH:11][C:1]23[CH2:8][CH:7]4[CH2:6][CH:5]([CH2:4][CH:3]([CH2:9]4)[CH2:2]2)[CH2:10]3)=[CH:15][CH:14]=1, predict the reactants needed to synthesize it. The reactants are: [C:1]12([NH2:11])[CH2:10][CH:5]3[CH2:6][CH:7]([CH2:9][CH:3]([CH2:4]3)[CH2:2]1)[CH2:8]2.[Cl:12][C:13]1[S:17][C:16]([CH:18]=O)=[CH:15][CH:14]=1. (4) Given the product [NH2:4][C:3]1[CH:5]=[C:6]([N+:9]([O-:11])=[O:10])[CH:7]=[CH:8][C:2]=1[S:18][CH2:19][CH2:20][OH:21], predict the reactants needed to synthesize it. The reactants are: Cl[C:2]1[CH:8]=[CH:7][C:6]([N+:9]([O-:11])=[O:10])=[CH:5][C:3]=1[NH2:4].C(=O)([O-])[O-].[K+].[K+].[SH:18][CH2:19][CH2:20][OH:21]. (5) The reactants are: [CH3:1][C:2]1([CH3:10])[C:6]([CH3:8])([CH3:7])[CH2:5][C:4](=[O:9])[CH2:3]1.[Li+].C[Si]([N-][Si](C)(C)C)(C)C.C1C=CC(N([S:28]([C:31]([F:34])([F:33])[F:32])(=[O:30])=[O:29])[S:28]([C:31]([F:34])([F:33])[F:32])(=[O:30])=[O:29])=CC=1.Cl. Given the product [CH3:1][C:2]1([CH3:10])[C:6]([CH3:8])([CH3:7])[CH2:5][C:4]([O:9][S:28]([C:31]([F:34])([F:33])[F:32])(=[O:30])=[O:29])=[CH:3]1, predict the reactants needed to synthesize it. (6) Given the product [Cl:6][C:7]1[C:8]([CH2:17][O:18][C:19]2[CH:24]=[CH:23][C:22]([Cl:25])=[C:21]([Cl:26])[CH:20]=2)=[CH:9][C:10]2[O:14][N:13]=[C:12]([NH:15][S:2]([CH3:1])(=[O:4])=[O:3])[C:11]=2[CH:16]=1, predict the reactants needed to synthesize it. The reactants are: [CH3:1][S:2](Cl)(=[O:4])=[O:3].[Cl:6][C:7]1[C:8]([CH2:17][O:18][C:19]2[CH:24]=[CH:23][C:22]([Cl:25])=[C:21]([Cl:26])[CH:20]=2)=[CH:9][C:10]2[O:14][N:13]=[C:12]([NH2:15])[C:11]=2[CH:16]=1.